From a dataset of Full USPTO retrosynthesis dataset with 1.9M reactions from patents (1976-2016). Predict the reactants needed to synthesize the given product. (1) Given the product [Cl:14][C:8]1[CH:9]=[CH:10][CH:11]=[C:12]2[C:7]=1[C:6](=[O:15])[N:5]([C:16]1[CH:21]=[CH:20][CH:19]=[CH:18][CH:17]=1)[C:4]([C@@H:2]([NH:1][C:23]1[N:31]=[CH:30][N:29]=[C:28]3[C:24]=1[N:25]=[CH:26][N:27]3[CH:32]1[CH2:37][CH2:36][CH2:35][CH2:34][O:33]1)[CH3:3])=[CH:13]2, predict the reactants needed to synthesize it. The reactants are: [NH2:1][C@H:2]([C:4]1[N:5]([C:16]2[CH:21]=[CH:20][CH:19]=[CH:18][CH:17]=2)[C:6](=[O:15])[C:7]2[C:12]([CH:13]=1)=[CH:11][CH:10]=[CH:9][C:8]=2[Cl:14])[CH3:3].Cl[C:23]1[N:31]=[CH:30][N:29]=[C:28]2[C:24]=1[N:25]=[CH:26][N:27]2[CH:32]1[CH2:37][CH2:36][CH2:35][CH2:34][O:33]1.CC(O)C.C(N(CC)CC)C. (2) Given the product [O:1]1[CH:5]=[CH:4][C:3]([C:6]2[CH:30]=[CH:29][C:9]([O:10][C:11]3[CH:12]=[CH:13][C:14]([S:17]([CH:20]4[CH:25]([C:26]([NH2:49])=[O:28])[NH:24][CH2:23][CH2:22][S:21]4)(=[O:18])=[O:19])=[CH:15][CH:16]=3)=[CH:8][CH:7]=2)=[CH:2]1, predict the reactants needed to synthesize it. The reactants are: [O:1]1[CH:5]=[CH:4][C:3]([C:6]2[CH:30]=[CH:29][C:9]([O:10][C:11]3[CH:16]=[CH:15][C:14]([S:17]([CH:20]4[CH:25]([C:26]([OH:28])=O)[NH:24][CH2:23][CH2:22][S:21]4)(=[O:19])=[O:18])=[CH:13][CH:12]=3)=[CH:8][CH:7]=2)=[CH:2]1.[Si](O[NH2:49])(C(C)(C)C)(C1C=CC=CC=1)C1C=CC=CC=1.C(Cl)CCl.